From a dataset of Full USPTO retrosynthesis dataset with 1.9M reactions from patents (1976-2016). Predict the reactants needed to synthesize the given product. (1) Given the product [N:24]1[C:23]2[NH:27][CH:28]=[CH:29][C:22]=2[C:21]([N:17]2[CH2:18][CH2:19][C@@H:15]([N:2]([CH3:1])[C:3](=[O:14])[C:4]3[CH:9]=[CH:8][CH:7]=[CH:6][C:5]=3[C:10]([F:13])([F:11])[F:12])[CH2:16]2)=[N:26][CH:25]=1, predict the reactants needed to synthesize it. The reactants are: [CH3:1][N:2]([C@@H:15]1[CH2:19][CH2:18][NH:17][CH2:16]1)[C:3](=[O:14])[C:4]1[CH:9]=[CH:8][CH:7]=[CH:6][C:5]=1[C:10]([F:13])([F:12])[F:11].Cl[C:21]1[C:22]2[CH:29]=[CH:28][NH:27][C:23]=2[N:24]=[CH:25][N:26]=1.CCN(C(C)C)C(C)C. (2) Given the product [CH2:11]([O:10][C:8](=[O:9])[C:7]([C:2]1[CH:3]=[CH:4][CH:5]=[CH:6][N:1]=1)=[CH:18][C:14]1[S:13][CH:17]=[CH:16][CH:15]=1)[CH3:12], predict the reactants needed to synthesize it. The reactants are: [N:1]1[CH:6]=[CH:5][CH:4]=[CH:3][C:2]=1[CH2:7][C:8]([O:10][CH2:11][CH3:12])=[O:9].[S:13]1[CH:17]=[CH:16][CH:15]=[C:14]1[CH:18]=O.N1CCCCC1.C(O)(=O)C. (3) The reactants are: [NH2:1][C:2]1[C:7]2=[CH:8][C:9]([CH:11]([OH:13])[CH3:12])=[CH:10][N:6]2[N:5]=[CH:4][N:3]=1.[CH2:14]=O.O.[NH:17]1[CH2:22][CH2:21][O:20][CH2:19][CH2:18]1. Given the product [NH2:1][C:2]1[C:7]2=[CH:8][C:9]([CH:11]([OH:13])[CH3:12])=[C:10]([CH2:14][N:17]3[CH2:22][CH2:21][O:20][CH2:19][CH2:18]3)[N:6]2[N:5]=[CH:4][N:3]=1, predict the reactants needed to synthesize it. (4) The reactants are: Cl[C:2]1[N:7]=[C:6]([NH:8][CH2:9][C:10]#[CH:11])[N:5]=[C:4]([N:12]([CH3:15])[O:13][CH3:14])[N:3]=1.[NH2:16][CH2:17][CH:18]([OH:20])[CH3:19].C([O-])(O)=O.[Na+]. Given the product [CH3:14][O:13][N:12]([C:4]1[N:5]=[C:6]([NH:8][CH2:9][C:10]#[CH:11])[N:7]=[C:2]([NH:16][CH2:17][CH:18]([OH:20])[CH3:19])[N:3]=1)[CH3:15], predict the reactants needed to synthesize it.